Dataset: Catalyst prediction with 721,799 reactions and 888 catalyst types from USPTO. Task: Predict which catalyst facilitates the given reaction. (1) Reactant: [O:1]1[C:5](=[O:6])[CH2:4][CH2:3][C:2]1=[O:7].[Al+3].[Cl-].[Cl-].[Cl-].[NH:12]1[CH:16]=[CH:15][CH:14]=[C:13]1[C:17]([O:19][CH2:20][CH3:21])=[O:18]. Product: [CH2:20]([O:19][C:17]([C:13]1[NH:12][CH:16]=[C:15]([C:2](=[O:7])[CH2:3][CH2:4][C:5]([OH:1])=[O:6])[CH:14]=1)=[O:18])[CH3:21]. The catalyst class is: 26. (2) Reactant: [OH:1][CH2:2][CH2:3][C:4]1[CH:5]=[CH:6][C:7]2[CH:8]3[CH2:17][CH2:16][CH2:15][CH:9]3[C:10](=[O:14])[NH:11][C:12]=2[CH:13]=1.[C:18](OC(=O)C)(=[O:20])[CH3:19]. Product: [C:18]([O:1][CH2:2][CH2:3][C:4]1[CH:5]=[CH:6][C:7]2[CH:8]3[CH2:17][CH2:16][CH2:15][CH:9]3[C:10](=[O:14])[NH:11][C:12]=2[CH:13]=1)(=[O:20])[CH3:19]. The catalyst class is: 17. (3) Reactant: [F:1][C:2]([F:39])([F:38])[C:3]([C:9]1[CH:14]=[CH:13][C:12]([N:15]2[CH2:20][CH2:19][N:18]([S:21]([C:24]3[S:25][CH:26]=[CH:27][CH:28]=3)(=[O:23])=[O:22])[CH2:17][CH:16]2[CH2:29][C:30]2[CH:35]=[CH:34][N:33]=[C:32]([O:36]C)[CH:31]=2)=[CH:11][CH:10]=1)([OH:8])[C:4]([F:7])([F:6])[F:5].Cl.O1CCOCC1. Product: [S:25]1[CH:26]=[CH:27][CH:28]=[C:24]1[S:21]([N:18]1[CH2:19][CH2:20][N:15]([C:12]2[CH:13]=[CH:14][C:9]([C:3]([OH:8])([C:2]([F:1])([F:38])[F:39])[C:4]([F:5])([F:7])[F:6])=[CH:10][CH:11]=2)[CH:16]([CH2:29][C:30]2[CH:35]=[CH:34][NH:33][C:32](=[O:36])[CH:31]=2)[CH2:17]1)(=[O:22])=[O:23]. The catalyst class is: 250. (4) Reactant: FC(F)(F)S(OC1C=[CH:11][C:10]([C:13]#[N:14])=[CH:9][C:8]=1OC)(=O)=O.[O:19]=[C:20]1[C:32]2[CH:31]=[CH:30][CH:29]=[C:28](C=O)[C:27]=2[C:26]2[C:21]1=[CH:22][CH:23]=[CH:24][CH:25]=2.C(O)(=[O:37])C.N1CCCCC1. Product: [O:37]=[C:9]([CH3:8])[C:10](=[CH:11][C:28]1[C:27]2[C:26]3[C:21](=[CH:22][CH:23]=[CH:24][CH:25]=3)[C:20](=[O:19])[C:32]=2[CH:31]=[CH:30][CH:29]=1)[C:13]#[N:14]. The catalyst class is: 4.